Dataset: Forward reaction prediction with 1.9M reactions from USPTO patents (1976-2016). Task: Predict the product of the given reaction. (1) Given the reactants [NH2:1][C:2]1[N:7]=[CH:6][C:5]([C:8]([N:10]=[S:11]([CH2:14][CH2:15][CH2:16][CH2:17][C:18]([O:20][CH3:21])=[O:19])([CH3:13])=[O:12])=[O:9])=[CH:4][C:3]=1[C:22]#[C:23][C:24]1[CH:29]=[CH:28][CH:27]=[C:26]([NH2:30])[CH:25]=1.[CH3:31][C:32]1[CH:33]=[CH:34][CH:35]=[C:36]([N:38]=[C:39]=[O:40])[CH:37]=1, predict the reaction product. The product is: [NH2:1][C:2]1[N:7]=[CH:6][C:5]([C:8]([N:10]=[S:11]([CH2:14][CH2:15][CH2:16][CH2:17][C:18]([O:20][CH3:21])=[O:19])([CH3:13])=[O:12])=[O:9])=[CH:4][C:3]=1[C:22]#[C:23][C:24]1[CH:29]=[CH:28][CH:27]=[C:26]([NH:30][C:39]([NH:38][C:36]2[CH:35]=[CH:34][CH:33]=[C:32]([CH3:31])[CH:37]=2)=[O:40])[CH:25]=1. (2) Given the reactants [C:1]([C:5]1[CH:6]=[C:7]([CH3:11])[CH:8]=[CH:9][CH:10]=1)([CH3:4])([CH3:3])[CH3:2].C1C(=O)N([Br:19])C(=O)C1, predict the reaction product. The product is: [Br:19][CH2:11][C:7]1[CH:8]=[CH:9][CH:10]=[C:5]([C:1]([CH3:4])([CH3:3])[CH3:2])[CH:6]=1. (3) The product is: [Cl:24][C:25]1[CH:26]=[CH:27][C:28]([CH2:31][C:37]([NH:1][CH2:2][C@H:3]2[C@H:11]3[N:6]([C:7]4[CH:15]=[CH:14][C:13]([N:16]5[CH2:21][CH2:20][O:19][CH2:18][C:17]5=[O:22])=[CH:12][C:8]=4[O:9][CH2:10]3)[C:5](=[O:23])[O:4]2)=[O:41])=[N:29][CH:30]=1. Given the reactants [NH2:1][CH2:2][C@H:3]1[C@H:11]2[N:6]([C:7]3[CH:15]=[CH:14][C:13]([N:16]4[CH2:21][CH2:20][O:19][CH2:18][C:17]4=[O:22])=[CH:12][C:8]=3[O:9][CH2:10]2)[C:5](=[O:23])[O:4]1.[Cl:24][C:25]1[CH:26]=[CH:27][C:28]([C:31](O)=O)=[N:29][CH:30]=1.CN([C:37]([O:41]N1N=NC2C=CC=NC1=2)=[N+](C)C)C.F[P-](F)(F)(F)(F)F, predict the reaction product. (4) Given the reactants C([N:8]1[CH2:12][C@H:11]([C:13]2[CH:18]=[CH:17][C:16]([Cl:19])=[C:15]([Cl:20])[CH:14]=2)[C@@H:10]([C@@H:21]([O:31][C:32]2[CH:37]=[CH:36][C:35]([Cl:38])=[CH:34][N:33]=2)[CH2:22][O:23][Si:24]([C:27]([CH3:30])([CH3:29])[CH3:28])([CH3:26])[CH3:25])[CH2:9]1)C1C=CC=CC=1.ClC(OC(Cl)C)=O.CCN(C(C)C)C(C)C, predict the reaction product. The product is: [C:27]([Si:24]([CH3:26])([CH3:25])[O:23][CH2:22][C@@H:21]([C@@H:10]1[C@@H:11]([C:13]2[CH:18]=[CH:17][C:16]([Cl:19])=[C:15]([Cl:20])[CH:14]=2)[CH2:12][NH:8][CH2:9]1)[O:31][C:32]1[CH:37]=[CH:36][C:35]([Cl:38])=[CH:34][N:33]=1)([CH3:30])([CH3:29])[CH3:28]. (5) Given the reactants [NH:1]1[C:5]2[CH:6]=[CH:7][C:8]([N:10]3[CH:14]([C:15]4[CH:20]=[CH:19][CH:18]=[C:17]([F:21])[C:16]=4[F:22])[C:13](=[O:23])[CH:12](C(OCC)=O)[C:11]3=[O:29])=[CH:9][C:4]=2[N:3]=[CH:2]1.Cl, predict the reaction product. The product is: [NH:1]1[C:5]2[CH:6]=[CH:7][C:8]([N:10]3[CH:14]([C:15]4[CH:20]=[CH:19][CH:18]=[C:17]([F:21])[C:16]=4[F:22])[C:13](=[O:23])[CH2:12][C:11]3=[O:29])=[CH:9][C:4]=2[N:3]=[CH:2]1. (6) Given the reactants [NH2:1][C:2]1[N:7]=[CH:6][C:5]2[CH:8]([C:11]([O:13][CH3:14])=[O:12])[CH2:9][CH2:10][C:4]=2[CH:3]=1.[CH:15](OCC)(OCC)OCC.[N-:25]=[N+:26]=[N-:27].[Na+], predict the reaction product. The product is: [N:1]1([C:2]2[N:7]=[CH:6][C:5]3[CH:8]([C:11]([O:13][CH3:14])=[O:12])[CH2:9][CH2:10][C:4]=3[CH:3]=2)[CH:15]=[N:27][N:26]=[N:25]1. (7) Given the reactants [Cl:1][C:2]1[N:7]=[C:6]([CH2:8][C:9]([C:11]2[C:12]([F:29])=[C:13]([NH:17][S:18]([C:21]3[C:26]([F:27])=[CH:25][CH:24]=[CH:23][C:22]=3[F:28])(=[O:20])=[O:19])[CH:14]=[CH:15][CH:16]=2)=O)[CH:5]=[CH:4][N:3]=1.ClCCl.BrN1C(=O)CCC1=O.[CH3:41][C:42]([CH3:47])([CH3:46])[C:43](=[S:45])[NH2:44], predict the reaction product. The product is: [Cl:1][C:2]1[N:7]=[C:6]([C:8]2[S:45][C:43]([C:42]([CH3:47])([CH3:46])[CH3:41])=[N:44][C:9]=2[C:11]2[C:12]([F:29])=[C:13]([NH:17][S:18]([C:21]3[C:26]([F:27])=[CH:25][CH:24]=[CH:23][C:22]=3[F:28])(=[O:20])=[O:19])[CH:14]=[CH:15][CH:16]=2)[CH:5]=[CH:4][N:3]=1.